Dataset: Full USPTO retrosynthesis dataset with 1.9M reactions from patents (1976-2016). Task: Predict the reactants needed to synthesize the given product. (1) Given the product [N:1]1[CH:6]=[CH:5][C:4]([C:7]2[N:11]3[N:12]=[C:13]([NH:16][CH:17]4[CH2:18][CH2:19][C:20](=[O:23])[CH2:21][CH2:22]4)[CH:14]=[CH:15][C:10]3=[N:9][CH:8]=2)=[CH:3][CH:2]=1, predict the reactants needed to synthesize it. The reactants are: [N:1]1[CH:6]=[CH:5][C:4]([C:7]2[N:11]3[N:12]=[C:13]([NH:16][C@H:17]4[CH2:22][CH2:21][C@H:20]([OH:23])[CH2:19][CH2:18]4)[CH:14]=[CH:15][C:10]3=[N:9][CH:8]=2)=[CH:3][CH:2]=1.CC(OI1(OC(C)=O)(OC(C)=O)OC(=O)C2C=CC=CC1=2)=O.C([O-])(O)=O.[Na+]. (2) Given the product [CH2:1]([O:3][C:4]([C:6]1[NH:7][C:8]2[C:13]([CH:14]=1)=[CH:12][C:11]([NH2:15])=[CH:10][CH:9]=2)=[O:5])[CH3:2], predict the reactants needed to synthesize it. The reactants are: [CH2:1]([O:3][C:4]([C:6]1[NH:7][C:8]2[C:13]([CH:14]=1)=[CH:12][C:11]([N+:15]([O-])=O)=[CH:10][CH:9]=2)=[O:5])[CH3:2].C([O-])(=O)C.[NH4+].C(=O)([O-])O.[Na+]. (3) The reactants are: [CH3:1][C:2]1[CH:7]=[CH:6][C:5]([C:8]2[CH:13]=[C:12]([C:14]([N:16]3[CH2:20][CH2:19][CH2:18][CH2:17]3)=[O:15])[CH:11]=[C:10]([C:21]([OH:23])=O)[CH:9]=2)=[CH:4][CH:3]=1.[NH2:24][CH:25]([C:29]1[CH:30]=[N:31][C:32]([C:35]([F:38])([F:37])[F:36])=[CH:33][CH:34]=1)[CH2:26][CH2:27][OH:28].F[P-](F)(F)(F)(F)F.C[N+](C)=C(N(C)C)ON1C2N=CC=CC=2N=N1.C(N(CC)C(C)C)(C)C. Given the product [OH:28][CH2:27][CH2:26][CH:25]([NH:24][C:21]([C:10]1[CH:9]=[C:8]([C:5]2[CH:4]=[CH:3][C:2]([CH3:1])=[CH:7][CH:6]=2)[CH:13]=[C:12]([C:14]([N:16]2[CH2:17][CH2:18][CH2:19][CH2:20]2)=[O:15])[CH:11]=1)=[O:23])[C:29]1[CH:30]=[N:31][C:32]([C:35]([F:36])([F:37])[F:38])=[CH:33][CH:34]=1, predict the reactants needed to synthesize it. (4) Given the product [N:10]1([C:2]2[CH:3]=[C:4]([CH:7]=[CH:8][N:9]=2)[C:5]#[N:6])[CH2:15][CH2:14][NH:13][CH2:12][CH2:11]1, predict the reactants needed to synthesize it. The reactants are: Cl[C:2]1[CH:3]=[C:4]([CH:7]=[CH:8][N:9]=1)[C:5]#[N:6].[NH:10]1[CH2:15][CH2:14][NH:13][CH2:12][CH2:11]1. (5) Given the product [N:19]1[CH:20]=[CH:21][CH:22]=[N:23][C:18]=1[C:12]1[S:13][C:9]([CH:7]=[O:8])=[CH:10][CH:11]=1, predict the reactants needed to synthesize it. The reactants are: C([O-])([O-])=O.[Na+].[Na+].[CH:7]([C:9]1[S:13][C:12](B(O)O)=[CH:11][CH:10]=1)=[O:8].Br[C:18]1[N:23]=[CH:22][CH:21]=[CH:20][N:19]=1. (6) Given the product [Cl:48][C:49]1[CH:50]=[C:51]([C:59]2[O:63][N:62]=[C:61]([C:64]3[CH:65]=[CH:66][CH:67]=[C:68]4[C:72]=3[N:71]([CH3:73])[CH:70]=[C:69]4/[CH:74]=[CH:13]\[C:14]([O:16][CH3:17])=[O:15])[N:60]=2)[CH:52]=[CH:53][C:54]=1[O:55][CH:56]([CH3:57])[CH3:58], predict the reactants needed to synthesize it. The reactants are: FC(F)(F)COP([CH2:13][C:14]([O:16][CH3:17])=[O:15])(OCC(F)(F)F)=O.C1OCCOCCOCCOCCOCCOC1.C[Si]([N-][Si](C)(C)C)(C)C.[Na+].[Cl:48][C:49]1[CH:50]=[C:51]([C:59]2[O:63][N:62]=[C:61]([C:64]3[CH:65]=[CH:66][CH:67]=[C:68]4[C:72]=3[N:71]([CH3:73])[CH:70]=[C:69]4[CH:74]=O)[N:60]=2)[CH:52]=[CH:53][C:54]=1[O:55][CH:56]([CH3:58])[CH3:57]. (7) Given the product [NH3:8].[NH2:11][CH2:10][C:9]([NH:8][CH2:1][C:2]1[CH:7]=[CH:6][CH:5]=[CH:4][CH:3]=1)=[O:19], predict the reactants needed to synthesize it. The reactants are: [CH2:1]([NH:8][C:9](=[O:19])[CH2:10][NH:11]C(OC(C)(C)C)=O)[C:2]1[CH:7]=[CH:6][CH:5]=[CH:4][CH:3]=1.FC(F)(F)C(O)=O.C(=O)(O)[O-].[Na+].